This data is from Peptide-MHC class II binding affinity with 134,281 pairs from IEDB. The task is: Regression. Given a peptide amino acid sequence and an MHC pseudo amino acid sequence, predict their binding affinity value. This is MHC class II binding data. (1) The binding affinity (normalized) is 0.761. The MHC is DRB1_0404 with pseudo-sequence DRB1_0404. The peptide sequence is AAGAQLLWQLPLLSI. (2) The peptide sequence is YLVGSNMTQRVVIALKK. The MHC is DRB3_0202 with pseudo-sequence DRB3_0202. The binding affinity (normalized) is 0.851. (3) The peptide sequence is NNTFKPFAEYKSDYV. The MHC is DRB1_1101 with pseudo-sequence DRB1_1101. The binding affinity (normalized) is 0.309. (4) The peptide sequence is PVGDIYKRWIILGLNKIV. The MHC is DRB1_0802 with pseudo-sequence DRB1_0802. The binding affinity (normalized) is 0.395. (5) The peptide sequence is KEVEEAWASACGGTG. The MHC is DRB1_1302 with pseudo-sequence DRB1_1302. The binding affinity (normalized) is 0. (6) The peptide sequence is GVIYIMIISKKMMRK. The MHC is DRB1_0701 with pseudo-sequence DRB1_0701. The binding affinity (normalized) is 0.430.